Task: Predict the reaction yield, written as a fraction of the theoretical maximum amount of product (1.0 means a 100% yield; for example, 0.34 means a 34% yield).. Dataset: Reaction yield outcomes from USPTO patents with 853,638 reactions (1) The reactants are [CH2:1]([O:8][C:9]1[CH:14]=[CH:13][C:12]([Br:15])=[CH:11][C:10]=1[C:16]1[CH:21]=[C:20](Cl)[N:19]=[C:18]([NH2:23])[N:17]=1)[C:2]1[CH:7]=[CH:6][CH:5]=[CH:4][CH:3]=1.[F:24][C:25]([F:34])([F:33])[C:26]1[CH:31]=[CH:30][C:29]([NH2:32])=[CH:28][CH:27]=1. No catalyst specified. The product is [CH2:1]([O:8][C:9]1[CH:14]=[CH:13][C:12]([Br:15])=[CH:11][C:10]=1[C:16]1[N:17]=[C:18]([NH2:23])[N:19]=[C:20]([NH:32][C:29]2[CH:30]=[CH:31][C:26]([C:25]([F:24])([F:33])[F:34])=[CH:27][CH:28]=2)[CH:21]=1)[C:2]1[CH:7]=[CH:6][CH:5]=[CH:4][CH:3]=1. The yield is 0.600. (2) The reactants are [Br:1][C:2]1[CH:3]=[C:4]([CH2:9][NH2:10])[CH:5]=[C:6]([F:8])[CH:7]=1.[CH3:11][S:12](Cl)(=[O:14])=[O:13]. The catalyst is C(Cl)Cl. The product is [Br:1][C:2]1[CH:3]=[C:4]([CH:5]=[C:6]([F:8])[CH:7]=1)[CH2:9][NH:10][S:12]([CH3:11])(=[O:14])=[O:13]. The yield is 0.909. (3) The yield is 0.860. The catalyst is C(O)C. The product is [Cl:17][CH2:16][CH2:15][O:14][C:9]1[CH:8]=[C:3]2[C:2](=[CH:11][C:10]=1[O:12][CH3:13])[N:1]=[CH:19][N:20]=[C:4]2[OH:5]. The reactants are [NH2:1][C:2]1[CH:11]=[C:10]([O:12][CH3:13])[C:9]([O:14][CH2:15][CH2:16][Cl:17])=[CH:8][C:3]=1[C:4](OC)=[O:5].Cl.[CH:19](N)=[NH:20]. (4) The reactants are CC1[O:7][CH:6]([CH3:8])[O:5][CH:4]([CH3:9])O1.[Na+].[I-:11].[C:12]([O:15][C:16]1C=[CH:20][CH:19]=[CH:18][C:17]=1C(Cl)=O)(=[O:14])[CH3:13]. The catalyst is C(Cl)Cl. The product is [C:12]([O:15][C:16]1[CH:17]=[CH:18][CH:19]=[CH:20][C:8]=1[C:6]([O:5][CH:4]([I:11])[CH3:9])=[O:7])(=[O:14])[CH3:13]. The yield is 0.400. (5) The reactants are [Cl:1][C:2]1[CH:10]=[CH:9][C:5]([C@H:6]2[O:8][CH2:7]2)=[CH:4][CH:3]=1.[NH:11]([CH2:18][CH2:19][OH:20])[C:12]1[CH:17]=[CH:16][CH:15]=[CH:14][CH:13]=1. No catalyst specified. The product is [Cl:1][C:2]1[CH:10]=[CH:9][C:5]([C@@H:6]([OH:8])[CH2:7][N:11]([CH2:18][CH2:19][OH:20])[C:12]2[CH:17]=[CH:16][CH:15]=[CH:14][CH:13]=2)=[CH:4][CH:3]=1. The yield is 0.490. (6) The yield is 0.239. The reactants are [CH3:1][O:2][CH2:3][CH2:4][CH2:5][O:6][C:7]1[CH:12]=[CH:11][N:10]=[C:9]([CH2:13][S:14][C:15]2[NH:19][C:18]3[CH:20]=[CH:21][CH:22]=[CH:23][C:17]=3[N:16]=2)[C:8]=1[CH3:24].[OH-:25].[Na+].O. The catalyst is ClCCl. The product is [CH3:1][O:2][CH2:3][CH2:4][CH2:5][O:6][C:7]1[CH:12]=[CH:11][N:10]=[C:9]([CH2:13][S:14]([C:15]2[NH:16][C:17]3[CH:23]=[CH:22][CH:21]=[CH:20][C:18]=3[N:19]=2)=[O:25])[C:8]=1[CH3:24]. (7) The reactants are [F:1][C:2]1([F:24])[CH2:5][C:4]2([CH2:9][C@@H:8]([C:10]([OH:12])=[O:11])[N:7]([C:13](=[O:23])[C@H:14]([CH:20]([CH3:22])[CH3:21])[NH:15][C:16]([O:18][CH3:19])=[O:17])[CH2:6]2)[CH2:3]1.[CH3:25][O:26][C:27]([NH:29][C@H:30]([C:34]([N:36]1[CH2:62][CH2:61][CH2:60][C@H:37]1[C:38]([O:40][CH2:41][C:42]([C:44]1[CH:49]=[CH:48][C:47]([C:50]2[CH:55]=[CH:54][C:53]([C:56](=[O:59])[CH2:57]Br)=[CH:52][CH:51]=2)=[CH:46][CH:45]=1)=[O:43])=[O:39])=[O:35])[CH:31]([CH3:33])[CH3:32])=[O:28]. No catalyst specified. The product is [F:24][C:2]1([F:1])[CH2:5][C:4]2([CH2:9][C@@H:8]([C:10]([O:12][CH2:57][C:56]([C:53]3[CH:54]=[CH:55][C:50]([C:47]4[CH:46]=[CH:45][C:44]([C:42](=[O:43])[CH2:41][O:40][C:38]([C@@H:37]5[CH2:60][CH2:61][CH2:62][N:36]5[C:34](=[O:35])[C@@H:30]([NH:29][C:27]([O:26][CH3:25])=[O:28])[CH:31]([CH3:33])[CH3:32])=[O:39])=[CH:49][CH:48]=4)=[CH:51][CH:52]=3)=[O:59])=[O:11])[N:7]([C:13](=[O:23])[C@@H:14]([NH:15][C:16]([O:18][CH3:19])=[O:17])[CH:20]([CH3:21])[CH3:22])[CH2:6]2)[CH2:3]1. The yield is 0.750.